This data is from Reaction yield outcomes from USPTO patents with 853,638 reactions. The task is: Predict the reaction yield, written as a fraction of the theoretical maximum amount of product (1.0 means a 100% yield; for example, 0.34 means a 34% yield). (1) The reactants are [C:1]([C:3]1[CH:8]=[CH:7][CH:6]=[CH:5][C:4]=1[C:9]1[CH:14]=[CH:13][C:12]([CH2:15][CH:16]([C:22](=O)[CH2:23][CH2:24][CH3:25])[C:17](OCC)=[O:18])=[CH:11][C:10]=1[O:27][CH3:28])#[N:2].Cl.[C:30](=[NH:33])([NH2:32])[CH3:31].C[O-].[Na+]. The catalyst is CO. The product is [CH3:28][O:27][C:10]1[CH:11]=[C:12]([CH2:15][C:16]2[C:17](=[O:18])[NH:32][C:30]([CH3:31])=[N:33][C:22]=2[CH2:23][CH2:24][CH3:25])[CH:13]=[CH:14][C:9]=1[C:4]1[C:3]([C:1]#[N:2])=[CH:8][CH:7]=[CH:6][CH:5]=1. The yield is 0.520. (2) The reactants are [CH3:1][C:2]([CH3:59])([CH2:10][C:11]([O:13][C@H:14]1[CH2:31][CH2:30][C@@:29]2([CH3:32])[C@@H:16]([CH2:17][CH2:18][C@:19]3([CH3:56])[C@@H:28]2[CH2:27][CH2:26][C@H:25]2[C@@:20]3([CH3:55])[CH2:21][CH2:22][C@@:23]3(/[CH:40]=[CH:41]/[C:42]([NH:44][C:45]4([C:48]5[N:53]=[CH:52][C:51]([Cl:54])=[CH:50][N:49]=5)[CH2:47][CH2:46]4)=[O:43])[CH2:35][C:34](=[O:36])[C:33]([CH:37]([CH3:39])[CH3:38])=[C:24]32)[C:15]1([CH3:58])[CH3:57])=[O:12])[C:3]([O:5]C(C)(C)C)=[O:4].C(O)(C(F)(F)F)=O. The catalyst is ClCCl. The product is [Cl:54][C:51]1[CH:52]=[N:53][C:48]([C:45]2([NH:44][C:42](=[O:43])/[CH:41]=[CH:40]/[C@:23]34[CH2:35][C:34](=[O:36])[C:33]([CH:37]([CH3:38])[CH3:39])=[C:24]3[C@@H:25]3[C@@:20]([CH3:55])([CH2:21][CH2:22]4)[C@@:19]4([CH3:56])[C@@H:28]([C@:29]5([CH3:32])[C@@H:16]([CH2:17][CH2:18]4)[C:15]([CH3:57])([CH3:58])[C@@H:14]([O:13][C:11](=[O:12])[CH2:10][C:2]([CH3:1])([CH3:59])[C:3]([OH:5])=[O:4])[CH2:31][CH2:30]5)[CH2:27][CH2:26]3)[CH2:47][CH2:46]2)=[N:49][CH:50]=1. The yield is 0.280. (3) The reactants are Cl[C:2]1[C:7]([O:8][CH2:9][CH3:10])=[C:6]([Cl:11])[N:5]=[C:4]([C:12]2[CH:17]=[CH:16][C:15]([N+:18]([O-:20])=[O:19])=[CH:14][CH:13]=2)[N:3]=1.[NH:21]1[CH2:26][CH2:25][O:24][CH2:23][CH2:22]1.[NH4+].[Cl-]. The catalyst is ClCCl. The product is [Cl:11][C:6]1[N:5]=[C:4]([C:12]2[CH:17]=[CH:16][C:15]([N+:18]([O-:20])=[O:19])=[CH:14][CH:13]=2)[N:3]=[C:2]([N:21]2[CH2:26][CH2:25][O:24][CH2:23][CH2:22]2)[C:7]=1[O:8][CH2:9][CH3:10]. The yield is 0.810. (4) The reactants are O1[CH2:6][CH2:5][O:4][CH2:3]C1.CC(C)([O-])C.[K+].[Br:13][C:14]1C=C[C:17]([S:20]([CH:23]([CH3:25])[CH3:24])(=[O:22])=[O:21])=[CH:16][C:15]=1F. The catalyst is CO. The product is [Br:13][C:14]1[CH:15]=[CH:16][C:17]([S:20]([CH:23]([CH3:25])[CH3:24])(=[O:21])=[O:22])=[CH:6][C:5]=1[O:4][CH3:3]. The yield is 0.750. (5) The reactants are Cl[C:2]1[N:7]=[CH:6][N:5]=[C:4]([NH:8][C:9]2[CH:14]=[CH:13][CH:12]=[C:11]([Br:15])[CH:10]=2)[CH:3]=1.[C:16]1([NH2:23])[CH:21]=[CH:20][CH:19]=[C:18]([NH2:22])[CH:17]=1. The catalyst is CCCCO. The product is [Br:15][C:11]1[CH:10]=[C:9]([NH:8][C:4]2[N:5]=[CH:6][N:7]=[C:2]([NH:22][C:18]3[CH:17]=[C:16]([NH2:23])[CH:21]=[CH:20][CH:19]=3)[CH:3]=2)[CH:14]=[CH:13][CH:12]=1. The yield is 0.650. (6) The reactants are [CH2:1]([O:3][C:4](=[O:33])[CH:5]([C:26]1[CH:27]=[C:28]([CH3:32])[CH:29]=[CH:30][CH:31]=1)[CH2:6][C:7]1[NH:8][C:9]([C:19]2[CH:24]=[CH:23][C:22]([CH3:25])=[CH:21][CH:20]=2)=[C:10]([C:12]2[CH:17]=[CH:16][C:15]([CH3:18])=[CH:14][CH:13]=2)[N:11]=1)C.IC.[C:36]([O-])([O-])=O.[K+].[K+]. The catalyst is CN(C=O)C. The product is [CH3:1][O:3][C:4](=[O:33])[CH:5]([C:26]1[CH:27]=[C:28]([CH3:32])[CH:29]=[CH:30][CH:31]=1)[CH2:6][C:7]1[N:8]([CH3:36])[C:9]([C:19]2[CH:20]=[CH:21][C:22]([CH3:25])=[CH:23][CH:24]=2)=[C:10]([C:12]2[CH:13]=[CH:14][C:15]([CH3:18])=[CH:16][CH:17]=2)[N:11]=1. The yield is 0.260. (7) The reactants are C1(N2CCN(CC3CCC4C(=CC=CC=4)N3)CC2)C2C(=CC=CC=2)C=CN=1.[C:28]([O:32][C:33]([O:35][C:36]1[CH:37]=[C:38]2[C:43](=[CH:44][CH:45]=1)[N:42]=[C:41]([CH2:46][N:47]1[CH2:52][CH2:51][N:50]([C:53]3[CH:61]=[CH:60][CH:59]=[C:58]4[C:54]=3[CH:55]=[CH:56][NH:57]4)[CH2:49][CH2:48]1)[CH:40]=[CH:39]2)=[O:34])([CH3:31])([CH3:30])[CH3:29]. No catalyst specified. The yield is 0.520. The product is [C:28]([O:32][C:33]([O:35][C:36]1[CH:37]=[C:38]2[C:43](=[CH:44][CH:45]=1)[NH:42][CH:41]([CH2:46][N:47]1[CH2:52][CH2:51][N:50]([C:53]3[CH:61]=[CH:60][CH:59]=[C:58]4[C:54]=3[CH:55]=[CH:56][NH:57]4)[CH2:49][CH2:48]1)[CH2:40][CH2:39]2)=[O:34])([CH3:31])([CH3:29])[CH3:30]. (8) The reactants are [CH3:1][O:2][C:3]1[CH:4]=[C:5]2[C:10](=[CH:11][C:12]=1[O:13][CH3:14])[N:9]=[CH:8][N:7]=[C:6]2[O:15][C:16]1[CH:17]=[C:18]([CH:20]=[CH:21][CH:22]=1)[NH2:19].[CH3:23][O:24][C:25]1[CH:26]=[C:27]([NH:35][C:36](=O)[O:37]C2C=CC=CC=2)[CH:28]=[C:29]([C:31]([F:34])([F:33])[F:32])[CH:30]=1. No catalyst specified. The product is [CH3:1][O:2][C:3]1[CH:4]=[C:5]2[C:10](=[CH:11][C:12]=1[O:13][CH3:14])[N:9]=[CH:8][N:7]=[C:6]2[O:15][C:16]1[CH:17]=[C:18]([NH:19][C:36]([NH:35][C:27]2[CH:28]=[C:29]([C:31]([F:32])([F:33])[F:34])[CH:30]=[C:25]([O:24][CH3:23])[CH:26]=2)=[O:37])[CH:20]=[CH:21][CH:22]=1. The yield is 0.460.